This data is from Forward reaction prediction with 1.9M reactions from USPTO patents (1976-2016). The task is: Predict the product of the given reaction. (1) Given the reactants [NH2:1][C:2]1[CH:7]=[CH:6][C:5]([O:8][C:9]2[CH:26]=[CH:25][C:12]3[CH2:13][CH2:14][N:15]([C:18]([O:20][C:21]([CH3:24])([CH3:23])[CH3:22])=[O:19])[CH2:16][CH2:17][C:11]=3[CH:10]=2)=[C:4]([F:27])[CH:3]=1.C(N(CC)CC)C.[C:35](Cl)(=[O:37])[CH3:36], predict the reaction product. The product is: [C:35]([NH:1][C:2]1[CH:7]=[CH:6][C:5]([O:8][C:9]2[CH:26]=[CH:25][C:12]3[CH2:13][CH2:14][N:15]([C:18]([O:20][C:21]([CH3:24])([CH3:22])[CH3:23])=[O:19])[CH2:16][CH2:17][C:11]=3[CH:10]=2)=[C:4]([F:27])[CH:3]=1)(=[O:37])[CH3:36]. (2) Given the reactants [Si]([O:8][CH2:9][C:10]1[C:11]([NH:41][C:42](=[O:48])[O:43][C:44]([CH3:47])([CH3:46])[CH3:45])=[N:12][CH:13]=[CH:14][C:15]=1[O:16][C:17]1[CH:22]=[CH:21][C:20]([NH:23][C:24]([C:26]2[C:27](=[O:39])[N:28]([C:32]3[CH:37]=[CH:36][C:35]([F:38])=[CH:34][CH:33]=3)[CH:29]=[CH:30][CH:31]=2)=[O:25])=[CH:19][C:18]=1[F:40])(C(C)(C)C)(C)C.[F-].C([N+](CCCC)(CCCC)CCCC)CCC, predict the reaction product. The product is: [F:40][C:18]1[CH:19]=[C:20]([NH:23][C:24]([C:26]2[C:27](=[O:39])[N:28]([C:32]3[CH:37]=[CH:36][C:35]([F:38])=[CH:34][CH:33]=3)[CH:29]=[CH:30][CH:31]=2)=[O:25])[CH:21]=[CH:22][C:17]=1[O:16][C:15]1[CH:14]=[CH:13][N:12]=[C:11]([NH:41][C:42](=[O:48])[O:43][C:44]([CH3:45])([CH3:46])[CH3:47])[C:10]=1[CH2:9][OH:8]. (3) Given the reactants [CH:1]1[C:9]2[C:8]3C=CC=C[C:7]=3[S:6][C:5]=2[CH:4]=[CH:3][CH:2]=1.[Li][CH2:15][CH2:16][CH2:17][CH3:18].[C:19]1(=[O:40])[C:35]2[C:23]([C:24]3[CH:39]=[CH:38][CH:37]=[CH:36][C:25]=3C3[C:34]=2C=C2C=3C=CC=C2)=[CH:22][CH:21]=[CH:20]1, predict the reaction product. The product is: [CH:15]1[C:8]2[C:9]3[CH:1]=[CH:2][CH:3]=[CH:4][C:5]=3[S:6][C:7]=2[C:18]([C:19]2([OH:40])[C:35]3[CH:34]=[CH:20][CH:21]=[CH:22][C:23]=3[C:24]3[C:25]2=[CH:36][CH:37]=[CH:38][CH:39]=3)=[CH:17][CH:16]=1. (4) Given the reactants ClC1C=C(F)C=CC=1N1CCN(C(C2C=CC=C(Cl)C=2Cl)=O)CC1=O.[Br:26][C:27]1[C:28]([CH3:40])=[C:29]([N:33]2[CH2:38][CH2:37][NH:36][CH2:35][C:34]2=[O:39])[CH:30]=[CH:31][CH:32]=1.[Cl:41][C:42]1[C:50]([C:51]([F:54])([F:53])[F:52])=[CH:49][CH:48]=[CH:47][C:43]=1[C:44](Cl)=[O:45].ClC1C=C(F)C=CC=1N1CCNCC1=O.ClC1C(Cl)=CC=CC=1C(Cl)=O, predict the reaction product. The product is: [Br:26][C:27]1[C:28]([CH3:40])=[C:29]([N:33]2[CH2:38][CH2:37][N:36]([C:44]([C:43]3[CH:47]=[CH:48][CH:49]=[C:50]([C:51]([F:52])([F:53])[F:54])[C:42]=3[Cl:41])=[O:45])[CH2:35][C:34]2=[O:39])[CH:30]=[CH:31][CH:32]=1. (5) Given the reactants C(OC([N:8]1[CH2:17][CH2:16][C:15]2[C:11](=[C:12](OS(C(F)(F)F)(=O)=O)[N:13]([C:18]3[CH:23]=[CH:22][CH:21]=[CH:20][C:19]=3[Cl:24])[N:14]=2)[CH2:10][CH2:9]1)=O)(C)(C)C, predict the reaction product. The product is: [Cl:24][C:19]1[CH:20]=[CH:21][CH:22]=[CH:23][C:18]=1[N:13]1[C:12]([C:18]2[CH:23]=[CH:22][CH:21]=[CH:20][CH:19]=2)=[C:11]2[C:15]([CH2:16][CH2:17][NH:8][CH2:9][CH2:10]2)=[N:14]1. (6) Given the reactants [F:1][C:2]([F:14])([C:6]1[CH:11]=[CH:10][CH:9]=[C:8]([F:12])[C:7]=1[CH3:13])[C:3]([OH:5])=O.P(Cl)(Cl)(Cl)=O.Cl.[NH2:21][CH2:22][C:23]1[CH:24]=[C:25]2[C:29](=[CH:30][CH:31]=1)[C:28](=[O:32])[N:27]([CH:33]1[CH2:38][CH2:37][C:36](=[O:39])[NH:35][C:34]1=[O:40])[CH2:26]2.C(=O)(O)[O-].[Na+], predict the reaction product. The product is: [O:40]=[C:34]1[CH:33]([N:27]2[CH2:26][C:25]3[C:29](=[CH:30][CH:31]=[C:23]([CH2:22][NH:21][C:3](=[O:5])[C:2]([F:1])([F:14])[C:6]4[CH:11]=[CH:10][CH:9]=[C:8]([F:12])[C:7]=4[CH3:13])[CH:24]=3)[C:28]2=[O:32])[CH2:38][CH2:37][C:36](=[O:39])[NH:35]1. (7) Given the reactants [NH2:1][C:2]1[S:3][CH:4]=[CH:5][C:6]=1[C:7]([O:9]CC)=O.[C:12](#[N:14])[CH3:13].Cl, predict the reaction product. The product is: [CH3:13][C:12]1[NH:14][C:7](=[O:9])[C:6]2[CH:5]=[CH:4][S:3][C:2]=2[N:1]=1. (8) Given the reactants [CH3:1][Si:2]([CH3:50])([CH3:49])[CH2:3][CH2:4][O:5][CH2:6][N:7]([CH2:41][O:42][CH2:43][CH2:44][Si:45]([CH3:48])([CH3:47])[CH3:46])[C:8]1[N:13]2[N:14]=[CH:15][C:16]([C:17]3[CH:18]=[N:19][C:20]([C:23]4[CH:28]=[CH:27][CH:26]=[CH:25][CH:24]=4)=[CH:21][CH:22]=3)=[C:12]2[N:11]=[C:10]([CH:29]2[CH2:34][CH2:33][CH:32]([CH2:35][C:36]([O:38][CH2:39][CH3:40])=[O:37])[CH2:31][CH2:30]2)[CH:9]=1.[Br:51]N1C(=O)CCC1=O, predict the reaction product. The product is: [CH3:46][Si:45]([CH3:48])([CH3:47])[CH2:44][CH2:43][O:42][CH2:41][N:7]([CH2:6][O:5][CH2:4][CH2:3][Si:2]([CH3:1])([CH3:49])[CH3:50])[C:8]1[N:13]2[N:14]=[CH:15][C:16]([C:17]3[CH:18]=[N:19][C:20]([C:23]4[CH:28]=[CH:27][CH:26]=[CH:25][CH:24]=4)=[CH:21][CH:22]=3)=[C:12]2[N:11]=[C:10]([CH:29]2[CH2:34][CH2:33][CH:32]([CH2:35][C:36]([O:38][CH2:39][CH3:40])=[O:37])[CH2:31][CH2:30]2)[C:9]=1[Br:51]. (9) Given the reactants Br[C:2]1[CH:3]=[N:4][N:5]([CH2:7][O:8][CH2:9][CH2:10][Si:11]([CH3:14])([CH3:13])[CH3:12])[CH:6]=1.[Li]CCCC.CN([CH:23]=[O:24])C, predict the reaction product. The product is: [CH3:12][Si:11]([CH3:14])([CH3:13])[CH2:10][CH2:9][O:8][CH2:7][N:5]1[CH:6]=[C:2]([CH:23]=[O:24])[CH:3]=[N:4]1.